Dataset: Forward reaction prediction with 1.9M reactions from USPTO patents (1976-2016). Task: Predict the product of the given reaction. (1) Given the reactants [C:1]([C:5]1[CH:43]=[CH:42][CH:41]=[CH:40][C:6]=1[O:7][C:8]1[S:9][CH:10]=[C:11]([C:13]([NH:15][C:16]2[C:17]([O:38][CH3:39])=[N:18][C:19]([NH:24][CH2:25][CH2:26][N:27]([CH:35]([CH3:37])[CH3:36])C(=O)OC(C)(C)C)=[N:20][C:21]=2[O:22][CH3:23])=[O:14])[N:12]=1)([CH3:4])([CH3:3])[CH3:2].C(#N)C, predict the reaction product. The product is: [C:1]([C:5]1[CH:43]=[CH:42][CH:41]=[CH:40][C:6]=1[O:7][C:8]1[S:9][CH:10]=[C:11]([C:13]([NH:15][C:16]2[C:17]([O:38][CH3:39])=[N:18][C:19]([NH:24][CH2:25][CH2:26][NH:27][CH:35]([CH3:37])[CH3:36])=[N:20][C:21]=2[O:22][CH3:23])=[O:14])[N:12]=1)([CH3:3])([CH3:4])[CH3:2]. (2) Given the reactants [CH3:1][C:2]1[NH:3][C:4](=[O:13])[N:5]([C:7]2[CH:12]=[CH:11][CH:10]=[CH:9][CH:8]=2)[N:6]=1.[H-].[Na+].[Br:16][C:17]1[CH:28]=[CH:27][C:20]([CH2:21]OS(C)(=O)=O)=[CH:19][C:18]=1[CH3:29].O, predict the reaction product. The product is: [Br:16][C:17]1[CH:28]=[CH:27][C:20]([CH2:21][N:3]2[C:2]([CH3:1])=[N:6][N:5]([C:7]3[CH:12]=[CH:11][CH:10]=[CH:9][CH:8]=3)[C:4]2=[O:13])=[CH:19][C:18]=1[CH3:29]. (3) Given the reactants I[C:2]1[C:10]2[O:9][CH:8]=[CH:7][C:6]=2[CH:5]=[C:4]([S:11]([NH:14][C:15]2[CH:20]=[CH:19][CH:18]=[CH:17][C:16]=2[CH3:21])(=[O:13])=[O:12])[CH:3]=1.[CH2:22](C([Sn])=C(CCCC)CCCC)[CH2:23]CC, predict the reaction product. The product is: [CH3:21][C:16]1[CH:17]=[CH:18][CH:19]=[CH:20][C:15]=1[NH:14][S:11]([C:4]1[CH:3]=[C:2]([CH:22]=[CH2:23])[C:10]2[O:9][CH:8]=[CH:7][C:6]=2[CH:5]=1)(=[O:13])=[O:12]. (4) Given the reactants [H-].[Na+].[CH3:3][O:4][C:5]1[CH:20]=[CH:19][C:8]([CH2:9][N:10]([CH:15]([CH3:18])[CH2:16][OH:17])[C:11](=[O:14])[CH2:12]Br)=[CH:7][CH:6]=1, predict the reaction product. The product is: [CH3:3][O:4][C:5]1[CH:20]=[CH:19][C:8]([CH2:9][N:10]2[C@@H:15]([CH3:18])[CH2:16][O:17][CH2:12][C:11]2=[O:14])=[CH:7][CH:6]=1. (5) Given the reactants [NH2:1][C:2]1[CH:3]=[CH:4][C:5](Br)=[C:6]([CH:11]=1)[C:7]([O:9][CH3:10])=[O:8].[O:13]1[CH:17]=[CH:16][C:15](B(O)O)=[CH:14]1.C(=O)([O-])[O-].[K+].[K+].Cl, predict the reaction product. The product is: [NH2:1][C:2]1[CH:3]=[CH:4][C:5]([C:15]2[CH:16]=[CH:17][O:13][CH:14]=2)=[C:6]([CH:11]=1)[C:7]([O:9][CH3:10])=[O:8].